From a dataset of Reaction yield outcomes from USPTO patents with 853,638 reactions. Predict the reaction yield, written as a fraction of the theoretical maximum amount of product (1.0 means a 100% yield; for example, 0.34 means a 34% yield). (1) The reactants are Cl.[C:2]([O:6][C:7](=[O:11])[CH2:8][NH:9][CH3:10])([CH3:5])([CH3:4])[CH3:3].C(N(CC)CC)C.Br[CH2:20][C:21]1[CH:22]=[C:23]([CH:26]=[CH:27][CH:28]=1)[C:24]#[N:25].O. The catalyst is C(#N)C. The product is [C:2]([O:6][C:7](=[O:11])[CH2:8][N:9]([CH2:20][C:21]1[CH:28]=[CH:27][CH:26]=[C:23]([C:24]#[N:25])[CH:22]=1)[CH3:10])([CH3:5])([CH3:4])[CH3:3]. The yield is 0.850. (2) The reactants are [C:1]([O:5][C:6](=[O:26])[CH2:7][C@@H:8]([O:24][CH3:25])[C@@H:9]([N:15](CC1C=CC=CC=1)[CH3:16])[CH:10]1[CH2:14][CH2:13][CH2:12][CH2:11]1)([CH3:4])([CH3:3])[CH3:2]. The catalyst is C(O)C.[Pd]. The yield is 0.0600. The product is [C:1]([O:5][C:6](=[O:26])[CH2:7][C@@H:8]([O:24][CH3:25])[C@H:9]([CH:10]1[CH2:11][CH2:12][CH2:13][CH2:14]1)[NH:15][CH3:16])([CH3:3])([CH3:4])[CH3:2]. (3) The reactants are [Cl:1][C:2]1[CH:7]=[C:6]([Cl:8])[C:5]([C:9]2[N:17]=[C:16]([Cl:18])[N:15]=[C:14]3[C:10]=2[N:11]=[CH:12][N:13]3[CH2:19][C:20]2[CH:25]=[CH:24][C:23]([O:26][CH3:27])=[CH:22][CH:21]=2)=[CH:4][C:3]=1[OH:28].C(=O)([O-])[O-].[Cs+].[Cs+].Cl.Cl[CH2:37][CH2:38][N:39]1[CH2:43][CH2:42][CH2:41][CH2:40]1. No catalyst specified. The product is [Cl:18][C:16]1[N:15]=[C:14]2[C:10]([N:11]=[CH:12][N:13]2[CH2:19][C:20]2[CH:21]=[CH:22][C:23]([O:26][CH3:27])=[CH:24][CH:25]=2)=[C:9]([C:5]2[CH:4]=[C:3]([O:28][CH2:37][CH2:38][N:39]3[CH2:43][CH2:42][CH2:41][CH2:40]3)[C:2]([Cl:1])=[CH:7][C:6]=2[Cl:8])[N:17]=1. The yield is 0.550. (4) The reactants are C([O:3][C:4](=[O:34])[CH2:5][N:6]1[CH2:11][C:10]2[CH:12]=[C:13](/[CH:16]=[CH:17]/[C:18](=[O:32])[N:19]([CH3:31])[CH2:20][C:21]3[N:22]([CH3:30])[C:23]4[C:28]([CH:29]=3)=[CH:27][CH:26]=[CH:25][CH:24]=4)[CH:14]=[N:15][C:9]=2[NH:8][C:7]1=[O:33])C.[OH-].[Na+]. The catalyst is CO. The product is [CH3:31][N:19]([CH2:20][C:21]1[N:22]([CH3:30])[C:23]2[C:28]([CH:29]=1)=[CH:27][CH:26]=[CH:25][CH:24]=2)[C:18](/[CH:17]=[CH:16]/[C:13]1[CH:14]=[N:15][C:9]2[NH:8][C:7](=[O:33])[N:6]([CH2:5][C:4]([OH:34])=[O:3])[CH2:11][C:10]=2[CH:12]=1)=[O:32]. The yield is 0.480. (5) The reactants are [C:1]([O:5][C:6]([NH:8][C@H:9]([CH2:29][C:30]1[CH:35]=[C:34]([F:36])[C:33]([F:37])=[CH:32][C:31]=1[F:38])[CH2:10][C:11]([N:13]1[CH2:18][CH2:17][N:16]2[C:19]([C:25]([F:28])([F:27])[F:26])=[N:20][C:21]([C:22](O)=[O:23])=[C:15]2[CH2:14]1)=[O:12])=[O:7])([CH3:4])([CH3:3])[CH3:2].Cl.[CH3:40][NH:41][CH3:42].O=C1N([ClH]P([ClH]N2CCOC2=O)=O)CCO1.C(N(CC)CC)C. The catalyst is ClCCl. The product is [C:1]([O:5][C:6](=[O:7])[NH:8][C@H:9]([CH2:29][C:30]1[CH:35]=[C:34]([F:36])[C:33]([F:37])=[CH:32][C:31]=1[F:38])[CH2:10][C:11]([N:13]1[CH2:18][CH2:17][N:16]2[C:19]([C:25]([F:28])([F:26])[F:27])=[N:20][C:21]([C:22](=[O:23])[N:41]([CH3:42])[CH3:40])=[C:15]2[CH2:14]1)=[O:12])([CH3:2])([CH3:3])[CH3:4]. The yield is 0.770. (6) The reactants are [CH2:1]([N:8]1[CH2:12][CH:11]([C:13]2[CH:18]=[CH:17][CH:16]=[CH:15][CH:14]=2)[CH:10]([NH2:19])[CH2:9]1)[C:2]1[CH:7]=[CH:6][CH:5]=[CH:4][CH:3]=1.[C:20]([O-])([O-])=O.[K+].[K+].ClC(OCC)=O.B. The catalyst is C1COCC1.O. The product is [CH2:1]([N:8]1[CH2:12][C@@H:11]([C:13]2[CH:14]=[CH:15][CH:16]=[CH:17][CH:18]=2)[C@H:10]([NH:19][CH3:20])[CH2:9]1)[C:2]1[CH:3]=[CH:4][CH:5]=[CH:6][CH:7]=1. The yield is 0.820. (7) The reactants are [Cl:1][C:2]1[CH:7]=[CH:6][CH:5]=[CH:4][C:3]=1[S:8]([C@H:11]1[CH2:15][NH:14][C@H:13]([C:16]([NH:18][C:19]2([C:22]#[N:23])[CH2:21][CH2:20]2)=[O:17])[CH2:12]1)(=[O:10])=[O:9].Cl.[CH3:25][CH:26]1[CH2:31][CH2:30][N:29]([C:32]2([C:35](O)=[O:36])[CH2:34][CH2:33]2)[CH2:28][CH2:27]1. No catalyst specified. The product is [Cl:1][C:2]1[CH:7]=[CH:6][CH:5]=[CH:4][C:3]=1[S:8]([C@H:11]1[CH2:15][N:14]([C:35]([C:32]2([N:29]3[CH2:30][CH2:31][CH:26]([CH3:25])[CH2:27][CH2:28]3)[CH2:33][CH2:34]2)=[O:36])[C@H:13]([C:16]([NH:18][C:19]2([C:22]#[N:23])[CH2:21][CH2:20]2)=[O:17])[CH2:12]1)(=[O:10])=[O:9]. The yield is 0.390. (8) The reactants are [CH3:1][O:2][C:3]1([CH2:13][C:14]2[CH:19]=[CH:18][CH:17]=[CH:16][C:15]=2[CH3:20])[CH2:12][CH2:11][C:6]2(OCC[O:7]2)[CH2:5][CH2:4]1.O.O.C1(C)C=CC(S(O)(=O)=O)=CC=1. The catalyst is CC(C)=O. The yield is 1.00. The product is [CH3:1][O:2][C:3]1([CH2:13][C:14]2[CH:19]=[CH:18][CH:17]=[CH:16][C:15]=2[CH3:20])[CH2:12][CH2:11][C:6](=[O:7])[CH2:5][CH2:4]1.